From a dataset of Reaction yield outcomes from USPTO patents with 853,638 reactions. Predict the reaction yield, written as a fraction of the theoretical maximum amount of product (1.0 means a 100% yield; for example, 0.34 means a 34% yield). (1) The reactants are [NH2:1][CH2:2][C@@H:3]1[CH2:8][O:7][C@@H:6]([C@H:9]2[O:13][N:12]=[C:11]([C:14]3[N:19]=[C:18]([CH3:20])[N:17]=[C:16]([C:21]([NH:23][CH2:24][C:25]4[CH:30]=[CH:29][C:28]([F:31])=[C:27]([O:32][CH3:33])[CH:26]=4)=[O:22])[CH:15]=3)[CH2:10]2)[CH2:5][O:4]1.[C:34](Cl)(=[O:36])[CH3:35]. The catalyst is C(Cl)Cl. The product is [C:34]([NH:1][CH2:2][C@@H:3]1[CH2:8][O:7][C@@H:6]([C@H:9]2[O:13][N:12]=[C:11]([C:14]3[N:19]=[C:18]([CH3:20])[N:17]=[C:16]([C:21]([NH:23][CH2:24][C:25]4[CH:30]=[CH:29][C:28]([F:31])=[C:27]([O:32][CH3:33])[CH:26]=4)=[O:22])[CH:15]=3)[CH2:10]2)[CH2:5][O:4]1)(=[O:36])[CH3:35]. The yield is 0.740. (2) The reactants are [F:1][C:2]1[CH:3]=[C:4]([C@H:10]2[CH2:14][O:13]C(=O)[N:11]2[C:16]2[CH:21]=[CH:20][N:19]3[N:22]=[CH:23][C:24]([C:25]([O:27]CC)=[O:26])=[C:18]3[N:17]=2)[C:5]([O:8][CH3:9])=[N:6][CH:7]=1.CO.C1COCC1.O.[OH-].[Li+]. The catalyst is O. The product is [F:1][C:2]1[CH:3]=[C:4]([C@H:10]([NH:11][C:16]2[CH:21]=[CH:20][N:19]3[N:22]=[CH:23][C:24]([C:25]([OH:27])=[O:26])=[C:18]3[N:17]=2)[CH2:14][OH:13])[C:5]([O:8][CH3:9])=[N:6][CH:7]=1. The yield is 0.450. (3) The product is [Cl:12][C:9]1[N:8]=[C:7]([N:13]2[CH2:18][CH2:17][O:16][CH2:15][CH2:14]2)[C:6]2[C:11](=[C:2]([C:24]3[CH:25]=[C:20]([OH:19])[CH:21]=[CH:22][CH:23]=3)[CH:3]=[CH:4][CH:5]=2)[N:10]=1. The reactants are Br[C:2]1[CH:3]=[CH:4][CH:5]=[C:6]2[C:11]=1[N:10]=[C:9]([Cl:12])[N:8]=[C:7]2[N:13]1[CH2:18][CH2:17][O:16][CH2:15][CH2:14]1.[OH:19][C:20]1[CH:21]=[C:22](B(O)O)[CH:23]=[CH:24][CH:25]=1.C(=O)([O-])[O-].[Na+].[Na+].CN(C=O)C. The catalyst is Cl[Pd](Cl)([P](C1C=CC=CC=1)(C1C=CC=CC=1)C1C=CC=CC=1)[P](C1C=CC=CC=1)(C1C=CC=CC=1)C1C=CC=CC=1.O. The yield is 0.460. (4) The reactants are [Cl:1][C:2]1[C:11]2[C:6](=[CH:7][CH:8]=[C:9]([S:12][C:13]([CH3:16])([CH3:15])[CH3:14])[CH:10]=2)[N:5]=[CH:4][CH:3]=1.[OH2:17].[OH:18]OS([O-])=O.[K+]. The catalyst is CO. The product is [Cl:1][C:2]1[C:11]2[C:6](=[CH:7][CH:8]=[C:9]([S:12]([C:13]([CH3:16])([CH3:15])[CH3:14])(=[O:18])=[O:17])[CH:10]=2)[N:5]=[CH:4][CH:3]=1. The yield is 0.800. (5) The reactants are I[C:2]1[CH:8]=[C:7]([N+:9]([O-:11])=[O:10])[CH:6]=[CH:5][C:3]=1[NH2:4].[C:12]([C:14]1[CH:19]=[CH:18][CH:17]=[CH:16][N:15]=1)#[CH:13]. The catalyst is CN(C=O)C.CCN(CC)CC.O.Cl[Pd](Cl)([P](C1C=CC=CC=1)(C1C=CC=CC=1)C1C=CC=CC=1)[P](C1C=CC=CC=1)(C1C=CC=CC=1)C1C=CC=CC=1.[Cu]I. The product is [N+:9]([C:7]1[CH:6]=[CH:5][C:3]([NH2:4])=[C:2]([C:13]#[C:12][C:14]2[CH:19]=[CH:18][CH:17]=[CH:16][N:15]=2)[CH:8]=1)([O-:11])=[O:10]. The yield is 0.600. (6) The reactants are C[O:2][C:3](=[O:16])[CH:4]=[CH:5][C:6]1[CH:11]=[CH:10][C:9]([F:12])=[CH:8][C:7]=1[NH:13][CH2:14][CH3:15].[Li+].[OH-]. The catalyst is C1COCC1.CO. The product is [F:12][C:9]1[CH:10]=[CH:11][C:6]([CH:5]=[CH:4][C:3]([OH:16])=[O:2])=[C:7]([NH:13][CH2:14][CH3:15])[CH:8]=1. The yield is 0.730. (7) The reactants are [CH3:1][C:2]1[O:6][N:5]=[C:4]([C:7]2[CH:12]=[CH:11][CH:10]=[CH:9][CH:8]=2)[C:3]=1[CH2:13][O:14][C:15]1[CH:23]=[CH:22][C:18]([C:19]([OH:21])=O)=[CH:17][N:16]=1.[C:24]([NH2:28])([CH3:27])([CH3:26])[CH3:25]. No catalyst specified. The product is [C:24]([NH:28][C:19](=[O:21])[C:18]1[CH:22]=[CH:23][C:15]([O:14][CH2:13][C:3]2[C:4]([C:7]3[CH:8]=[CH:9][CH:10]=[CH:11][CH:12]=3)=[N:5][O:6][C:2]=2[CH3:1])=[N:16][CH:17]=1)([CH3:27])([CH3:26])[CH3:25]. The yield is 0.760. (8) The reactants are [F:1][C:2]([F:16])([F:15])[C:3]1[CH:4]=[C:5]([N:9]2[C:13]([NH2:14])=[CH:12][CH:11]=[N:10]2)[CH:6]=[CH:7][CH:8]=1.[Cl:17][C:18]1[CH:23]=[CH:22][N:21]2[N:24]=[CH:25][C:26]([C:27](Cl)=[O:28])=[C:20]2[N:19]=1.C(N(C(C)C)CC)(C)C. The catalyst is ClCCl. The product is [Cl:17][C:18]1[CH:23]=[CH:22][N:21]2[N:24]=[CH:25][C:26]([C:27]([NH:14][C:13]3[N:9]([C:5]4[CH:6]=[CH:7][CH:8]=[C:3]([C:2]([F:1])([F:15])[F:16])[CH:4]=4)[N:10]=[CH:11][CH:12]=3)=[O:28])=[C:20]2[N:19]=1. The yield is 0.580. (9) The reactants are C([NH:4][C@@H](CS)C(O)=O)(=O)C.[C:11]([C:13]1([NH:24][S:25]([C:27]([CH3:30])([CH3:29])[CH3:28])=[O:26])[CH2:16][N:15]([C:17]([O:19][C:20]([CH3:23])([CH3:22])[CH3:21])=[O:18])[CH2:14]1)#[N:12].C([O-])(=O)C.[NH4+]. The catalyst is CO. The product is [C:11]([C:13]1([NH:24][S:25]([C:27]([CH3:30])([CH3:29])[CH3:28])=[O:26])[CH2:16][N:15]([C:17]([O:19][C:20]([CH3:22])([CH3:23])[CH3:21])=[O:18])[CH2:14]1)(=[NH:4])[NH2:12]. The yield is 0.380. (10) The reactants are C[Si]([C:5]#[N:6])(C)C.[C:7]1([CH2:19]O)[CH:8]=[N:9][N:10]2[CH:15]=[CH:14][C:13]3[O:16][CH2:17][CH2:18][C:12]=3[C:11]=12. The catalyst is ClCCl.C(=O)([O-])O.[Na+]. The product is [C:7]1([CH2:19][C:5]#[N:6])[CH:8]=[N:9][N:10]2[CH:15]=[CH:14][C:13]3[O:16][CH2:17][CH2:18][C:12]=3[C:11]=12. The yield is 0.420.